Predict which catalyst facilitates the given reaction. From a dataset of Catalyst prediction with 721,799 reactions and 888 catalyst types from USPTO. Reactant: Cl[C:2](=[O:9])[CH2:3][C:4]([O:6][CH2:7][CH3:8])=[O:5].[F:10][C:11]1[CH:16]=[CH:15][C:14]([F:17])=[CH:13][C:12]=1[C:18](=[N:20]O)[NH2:19]. Product: [F:10][C:11]1[CH:16]=[CH:15][C:14]([F:17])=[CH:13][C:12]=1[C:18]1[N:20]=[C:2]([CH2:3][C:4]([O:6][CH2:7][CH3:8])=[O:5])[O:9][N:19]=1. The catalyst class is: 17.